From a dataset of Reaction yield outcomes from USPTO patents with 853,638 reactions. Predict the reaction yield, written as a fraction of the theoretical maximum amount of product (1.0 means a 100% yield; for example, 0.34 means a 34% yield). (1) The reactants are [S:1](=[O:5])(=[O:4])([OH:3])[OH:2].C1COCC1.[F:11][C:12]1[CH:13]=[C:14]([NH:23][C:24]([C@@H:26]2[N:35]([C:36]([C@@H:38]3[CH2:41][C@H:40]([C:42]([OH:44])=[O:43])[CH2:39]3)=[O:37])[CH2:34][CH2:33][C:32]3[N:31]=[C:30]([O:45][CH3:46])[CH:29]=[CH:28][C:27]2=3)=[O:25])[CH:15]=[C:16]2[C:20]=1[C:19]([CH3:22])([CH3:21])[CH2:18][CH2:17]2. The catalyst is C1COCC1. The product is [S:1]([OH:5])([OH:4])(=[O:3])=[O:2].[F:11][C:12]1[CH:13]=[C:14]([NH:23][C:24]([C@@H:26]2[N:35]([C:36]([C@@H:38]3[CH2:41][C@H:40]([C:42]([OH:44])=[O:43])[CH2:39]3)=[O:37])[CH2:34][CH2:33][C:32]3[N:31]=[C:30]([O:45][CH3:46])[CH:29]=[CH:28][C:27]2=3)=[O:25])[CH:15]=[C:16]2[C:20]=1[C:19]([CH3:21])([CH3:22])[CH2:18][CH2:17]2. The yield is 0.920. (2) The reactants are [NH2:1][C:2]1[N:7]=[CH:6][N:5]=[C:4]2[N:8]([C@@H:25]3[CH2:30][CH2:29][CH2:28][N:27](C(OC(C)(C)C)=O)[CH2:26]3)[N:9]=[C:10]([C:11]3[CH:16]=[CH:15][C:14]([O:17][C:18]4[CH:23]=[CH:22][CH:21]=[CH:20][C:19]=4[F:24])=[CH:13][CH:12]=3)[C:3]=12.FC(F)(F)C(O)=O. The catalyst is ClCCl. The product is [F:24][C:19]1[CH:20]=[CH:21][CH:22]=[CH:23][C:18]=1[O:17][C:14]1[CH:13]=[CH:12][C:11]([C:10]2[C:3]3[C:4](=[N:5][CH:6]=[N:7][C:2]=3[NH2:1])[N:8]([C@@H:25]3[CH2:30][CH2:29][CH2:28][NH:27][CH2:26]3)[N:9]=2)=[CH:16][CH:15]=1. The yield is 0.620. (3) The product is [F:1][C:2]1[CH:7]=[CH:6][C:5](/[CH:60]=[CH:59]/[C:58]2[C:44]3[C:45](=[N:46][C:47]([C:49]4[CH:54]=[CH:53][C:52]([OH:55])=[CH:51][CH:50]=4)=[CH:48][C:43]=3[C:41]([N:38]3[CH2:37][CH2:36][NH:35][CH2:40][CH2:39]3)=[O:42])[NH:56][N:57]=2)=[CH:4][CH:3]=1. The yield is 0.370. The catalyst is CN(C=O)C.C(OCC)(=O)C.C([O-])(=O)C.[Pd+2].C([O-])(=O)C. The reactants are [F:1][C:2]1[CH:7]=[CH:6][C:5](I)=[CH:4][CH:3]=1.[Na].[F-].C([N+](CCCC)(CCCC)CCCC)CCC.C(OC([N:35]1[CH2:40][CH2:39][N:38]([C:41]([C:43]2[C:44]3[C:58]([CH:59]=[CH2:60])=[N:57][N:56](C4CCCCO4)[C:45]=3[N:46]=[C:47]([C:49]3[CH:54]=[CH:53][C:52]([OH:55])=[CH:51][CH:50]=3)[CH:48]=2)=[O:42])[CH2:37][CH2:36]1)=O)(C)(C)C. (4) The reactants are [Si:1](Cl)([C:4]([CH3:7])([CH3:6])[CH3:5])([CH3:3])[CH3:2].[Br:9][C:10]1[CH:15]=[CH:14][C:13]([CH2:16][OH:17])=[CH:12][CH:11]=1.N1C=CN=C1. The catalyst is CN(C=O)C. The product is [Br:9][C:10]1[CH:15]=[CH:14][C:13]([CH2:16][O:17][Si:1]([C:4]([CH3:7])([CH3:6])[CH3:5])([CH3:3])[CH3:2])=[CH:12][CH:11]=1. The yield is 1.00. (5) The reactants are [CH3:1][C:2]1[CH:7]=[C:6]([O:8][CH2:9][C:10]2[CH:15]=[CH:14][CH:13]=[CH:12][CH:11]=2)[CH:5]=[CH:4][C:3]=1B(O)O.[CH2:19]([O:21][C:22]([C:24]1[S:34][C:27]2[N:28]=[C:29]([NH2:33])[N:30]=[C:31](Cl)[C:26]=2[CH:25]=1)=[O:23])[CH3:20].C([O-])(O)=O.[Na+]. The catalyst is CN(C=O)C. The product is [CH2:19]([O:21][C:22]([C:24]1[S:34][C:27]2[N:28]=[C:29]([NH2:33])[N:30]=[C:31]([C:3]3[CH:4]=[CH:5][C:6]([O:8][CH2:9][C:10]4[CH:15]=[CH:14][CH:13]=[CH:12][CH:11]=4)=[CH:7][C:2]=3[CH3:1])[C:26]=2[CH:25]=1)=[O:23])[CH3:20]. The yield is 0.710. (6) The reactants are C1(C)C=CC(S([Cl:10])(=O)=O)=CC=1.[CH3:12][C:13]1[CH:22]=[CH:21][C:16]([C:17]([O:19][CH3:20])=[O:18])=[CH:15][N+:14]=1[O-]. The catalyst is O1CCOCC1. The product is [Cl:10][CH2:12][C:13]1[CH:22]=[CH:21][C:16]([C:17]([O:19][CH3:20])=[O:18])=[CH:15][N:14]=1. The yield is 0.600. (7) The reactants are [C:1]1([CH3:7])[CH:6]=[CH:5][CH:4]=[CH:3][CH:2]=1.C(O[O:13][C:14]([CH3:17])(C)C)(C)(C)C.[C]=O.[CH2:20]([OH:22])C. No catalyst specified. The product is [C:1]1([CH2:7][C:20]([O:13][CH2:14][CH3:17])=[O:22])[CH:6]=[CH:5][CH:4]=[CH:3][CH:2]=1. The yield is 0.740.